This data is from Full USPTO retrosynthesis dataset with 1.9M reactions from patents (1976-2016). The task is: Predict the reactants needed to synthesize the given product. Given the product [CH:1]([N:4]1[C:8](=[O:9])[CH:7]([CH2:10][C:11]([N:20]2[CH2:25][CH2:24][CH:23]([N:26]3[CH2:36][C:30]4[C:29](=[CH:34][CH:33]=[CH:32][CH:31]=4)[NH:28][C:27]3=[O:35])[CH2:22][CH2:21]2)=[O:13])[S:6][CH:5]1[C:14]1[CH:19]=[CH:18][CH:17]=[CH:16][CH:15]=1)([CH3:2])[CH3:3], predict the reactants needed to synthesize it. The reactants are: [CH:1]([N:4]1[C:8](=[O:9])[CH:7]([CH2:10][C:11]([OH:13])=O)[S:6][CH:5]1[C:14]1[CH:19]=[CH:18][CH:17]=[CH:16][CH:15]=1)([CH3:3])[CH3:2].[NH:20]1[CH2:25][CH2:24][CH:23]([N:26]2[C:30]3[CH:31]=[CH:32][CH:33]=[CH:34][C:29]=3[NH:28][C:27]2=[O:35])[CH2:22][CH2:21]1.[CH3:36]CN(C(C)C)C(C)C.CN(C(ON1N=NC2C=CC=NC1=2)=[N+](C)C)C.F[P-](F)(F)(F)(F)F.